This data is from CYP2C9 inhibition data for predicting drug metabolism from PubChem BioAssay. The task is: Regression/Classification. Given a drug SMILES string, predict its absorption, distribution, metabolism, or excretion properties. Task type varies by dataset: regression for continuous measurements (e.g., permeability, clearance, half-life) or binary classification for categorical outcomes (e.g., BBB penetration, CYP inhibition). Dataset: cyp2c9_veith. (1) The drug is CC(=O)N1CCC2(CC1)CC(=O)c1cc(OCC(=O)N3CCN(C)CC3)ccc1O2. The result is 0 (non-inhibitor). (2) The compound is CNC[C@H](O)c1cccc(O)c1. The result is 0 (non-inhibitor). (3) The molecule is Nc1ccc(S(=O)(=O)Nc2ccccn2)cc1. The result is 0 (non-inhibitor). (4) The molecule is Cc1ccc(Cc2c(C)nc3nc(SCC(=O)NCc4ccco4)nn3c2C)cc1. The result is 1 (inhibitor). (5) The compound is Cc1ccc(NS(=O)(=O)c2cc(C(=O)NCc3ccccn3)ccc2Cl)cc1. The result is 1 (inhibitor). (6) The molecule is CC(C)(CN)SCc1ccccc1. The result is 0 (non-inhibitor). (7) The drug is COC(=O)[C@@]1(Cc2ccccc2)[C@H]2c3cc(C(=O)N(C)C)[nH]c3C[C@H]2CN1C(=O)c1ccccc1. The result is 1 (inhibitor). (8) The compound is CC(=O)Nc1ccccc1C(=O)OCC(=O)c1ccc2ccccc2c1. The result is 1 (inhibitor). (9) The molecule is O=C(O)c1ccccc1-c1ccccc1C(=O)c1ccccc1. The result is 0 (non-inhibitor). (10) The drug is CC(C)(C)C(=O)Nc1ccc2c(c1)-c1cc(NC(=O)C(C)(C)C)ccc1C2. The result is 0 (non-inhibitor).